From a dataset of Reaction yield outcomes from USPTO patents with 853,638 reactions. Predict the reaction yield, written as a fraction of the theoretical maximum amount of product (1.0 means a 100% yield; for example, 0.34 means a 34% yield). (1) The reactants are [CH3:1][C@H:2]1[CH2:6][CH2:5][CH2:4][NH:3]1.O.[C:8]([OH:12])(=[O:11])[CH:9]=O.[S:13]1[CH:17]=[CH:16][C:15](B(O)O)=[CH:14]1.CO. The catalyst is C(Cl)Cl. The product is [CH3:1][C@H:2]1[CH2:6][CH2:5][CH2:4][N:3]1[C@@H:9]([C:15]1[CH:16]=[CH:17][S:13][CH:14]=1)[C:8]([OH:12])=[O:11]. The yield is 0.460. (2) The reactants are [Br:1][C:2]1[CH:3]=[C:4]([C:8](=O)[CH2:9][N:10]([CH2:14][CH:15]=[CH2:16])[CH2:11][CH:12]=[CH2:13])[CH:5]=[CH:6][CH:7]=1.N1C=CC=CC=1.Cl.[NH2:25][OH:26]. The catalyst is C(O)C. The product is [Br:1][C:2]1[CH:3]=[C:4]([C:8](=[N:25][OH:26])[CH2:9][N:10]([CH2:14][CH:15]=[CH2:16])[CH2:11][CH:12]=[CH2:13])[CH:5]=[CH:6][CH:7]=1. The yield is 0.790. (3) The reactants are [F:1][C:2]1[C:7]([CH:8]=[O:9])=[C:6]([F:10])[CH:5]=[CH:4][C:3]=1[NH:11][S:12]([CH2:15][CH2:16][CH3:17])(=[O:14])=[O:13].[OH:18]OS([O-])=O.[K+]. The catalyst is CN(C)C=O. The product is [F:1][C:2]1[C:3]([NH:11][S:12]([CH2:15][CH2:16][CH3:17])(=[O:14])=[O:13])=[CH:4][CH:5]=[C:6]([F:10])[C:7]=1[C:8]([OH:18])=[O:9]. The yield is 0.910. (4) The yield is 0.720. The catalyst is CN(C=O)C.CCCCCC. The product is [CH2:1]([O:8][C:9]1[CH:10]=[CH:11][C:12]([O:15][C:23]2[CH:30]=[CH:29][C:26]([CH:27]=[O:28])=[CH:25][CH:24]=2)=[CH:13][CH:14]=1)[C:2]1[CH:3]=[CH:4][CH:5]=[CH:6][CH:7]=1. The reactants are [CH2:1]([O:8][C:9]1[CH:14]=[CH:13][C:12]([OH:15])=[CH:11][CH:10]=1)[C:2]1[CH:7]=[CH:6][CH:5]=[CH:4][CH:3]=1.C([O-])([O-])=O.[K+].[K+].F[C:23]1[CH:30]=[CH:29][C:26]([CH:27]=[O:28])=[CH:25][CH:24]=1.O. (5) The reactants are [F:1][C:2]([F:13])([F:12])[C:3]1[CH:8]=[CH:7][C:6]([C:9](=O)[CH3:10])=[CH:5][CH:4]=1.[NH2:14][C:15]([NH2:17])=[S:16]. No catalyst specified. The product is [NH2:17][C:15]1[S:16][CH:10]=[C:9]([C:6]2[CH:7]=[CH:8][C:3]([C:2]([F:13])([F:12])[F:1])=[CH:4][CH:5]=2)[N:14]=1. The yield is 0.775. (6) The reactants are [CH:1]1([C:7]2[C:15]3[C:14](=[O:16])[NH:13][C:12]([C:17]4[CH:22]=[CH:21][C:20]([N:23]5[CH2:28][CH2:27][CH:26]([O:29][CH3:30])[CH2:25][CH2:24]5)=[CH:19][C:18]=4[O:31][CH3:32])=[N:11][C:10]=3[N:9]([CH3:33])[N:8]=2)[CH2:6][CH2:5][CH2:4][CH2:3][CH2:2]1.[CH3:34][S:35]([OH:38])(=[O:37])=[O:36]. The catalyst is C(O)C. The product is [CH3:34][S:35]([OH:38])(=[O:37])=[O:36].[CH:1]1([C:7]2[C:15]3[C:14](=[O:16])[NH:13][C:12]([C:17]4[CH:22]=[CH:21][C:20]([N:23]5[CH2:28][CH2:27][CH:26]([O:29][CH3:30])[CH2:25][CH2:24]5)=[CH:19][C:18]=4[O:31][CH3:32])=[N:11][C:10]=3[N:9]([CH3:33])[N:8]=2)[CH2:2][CH2:3][CH2:4][CH2:5][CH2:6]1. The yield is 0.770. (7) The reactants are [C:1]([NH:5][C:6]([C:8]1[C:9]([C:21]2[S:22][CH:23]=[C:24]([C:26]3[CH:31]=[CH:30][CH:29]=[CH:28][CH:27]=3)[N:25]=2)=[N:10][N:11](COCC[Si](C)(C)C)[CH:12]=1)=[O:7])([CH3:4])([CH3:3])[CH3:2].FC(F)(F)C(O)=O.CO.[OH-].[NH4+]. The catalyst is ClCCl. The product is [C:1]([NH:5][C:6]([C:8]1[C:9]([C:21]2[S:22][CH:23]=[C:24]([C:26]3[CH:31]=[CH:30][CH:29]=[CH:28][CH:27]=3)[N:25]=2)=[N:10][NH:11][CH:12]=1)=[O:7])([CH3:4])([CH3:2])[CH3:3]. The yield is 0.680.